From a dataset of NCI-60 drug combinations with 297,098 pairs across 59 cell lines. Regression. Given two drug SMILES strings and cell line genomic features, predict the synergy score measuring deviation from expected non-interaction effect. (1) Drug 1: CC1=C2C(C(=O)C3(C(CC4C(C3C(C(C2(C)C)(CC1OC(=O)C(C(C5=CC=CC=C5)NC(=O)OC(C)(C)C)O)O)OC(=O)C6=CC=CC=C6)(CO4)OC(=O)C)OC)C)OC. Drug 2: C1CC(=O)NC(=O)C1N2C(=O)C3=CC=CC=C3C2=O. Cell line: DU-145. Synergy scores: CSS=36.9, Synergy_ZIP=1.58, Synergy_Bliss=-2.21, Synergy_Loewe=-43.9, Synergy_HSA=-2.30. (2) Drug 1: C1CN1C2=NC(=NC(=N2)N3CC3)N4CC4. Drug 2: CCC1(C2=C(COC1=O)C(=O)N3CC4=CC5=C(C=CC(=C5CN(C)C)O)N=C4C3=C2)O.Cl. Cell line: M14. Synergy scores: CSS=62.8, Synergy_ZIP=-1.46, Synergy_Bliss=-2.41, Synergy_Loewe=-2.14, Synergy_HSA=1.70. (3) Cell line: MCF7. Drug 1: C1=C(C(=O)NC(=O)N1)N(CCCl)CCCl. Drug 2: CCN(CC)CCCC(C)NC1=C2C=C(C=CC2=NC3=C1C=CC(=C3)Cl)OC. Synergy scores: CSS=29.8, Synergy_ZIP=-6.93, Synergy_Bliss=-4.07, Synergy_Loewe=-2.52, Synergy_HSA=-1.37.